Dataset: Reaction yield outcomes from USPTO patents with 853,638 reactions. Task: Predict the reaction yield, written as a fraction of the theoretical maximum amount of product (1.0 means a 100% yield; for example, 0.34 means a 34% yield). (1) The product is [C:2]1([NH:1][S:15]([C:18]2[CH:19]=[CH:20][C:21]([CH:24]=[CH:25][C:26]([OH:28])=[O:27])=[CH:22][CH:23]=2)(=[O:17])=[O:16])[CH:7]=[CH:6][CH:5]=[CH:4][CH:3]=1. The catalyst is ClCCl. The yield is 0.540. The reactants are [NH2:1][C:2]1[CH:7]=[CH:6][CH:5]=[CH:4][CH:3]=1.N1C=CC=CC=1.Cl[S:15]([C:18]1[CH:23]=[CH:22][C:21]([CH:24]=[CH:25][C:26]([OH:28])=[O:27])=[CH:20][CH:19]=1)(=[O:17])=[O:16]. (2) The reactants are [CH2:1]([O:8][C:9](=[O:24])[CH:10]([NH:16][C:17]([O:19][C:20]([CH3:23])([CH3:22])[CH3:21])=[O:18])[CH2:11][CH2:12][C:13](O)=[O:14])[C:2]1[CH:7]=[CH:6][CH:5]=[CH:4][CH:3]=1.C(OC(Cl)=O)C.[BH4-].[Na+].Cl. The catalyst is C1COCC1.O. The product is [CH2:1]([O:8][C:9](=[O:24])[CH:10]([NH:16][C:17]([O:19][C:20]([CH3:22])([CH3:21])[CH3:23])=[O:18])[CH2:11][CH2:12][CH2:13][OH:14])[C:2]1[CH:7]=[CH:6][CH:5]=[CH:4][CH:3]=1. The yield is 0.750. (3) The yield is 0.280. The product is [C:14]([NH:2][C:1](=[O:8])[O:3][C:4]([CH3:7])([CH3:6])[CH3:5])(=[O:18])/[CH:15]=[CH:16]/[CH3:17]. The catalyst is O1CCCC1. The reactants are [C:1](=[O:8])([O:3][C:4]([CH3:7])([CH3:6])[CH3:5])[NH2:2].C([Li])CCC.[C:14](Cl)(=[O:18])/[CH:15]=[CH:16]/[CH3:17].C([O-])(O)=O.[Na+]. (4) The reactants are [CH:1]1([C:4]2[N:9]=[CH:8][C:7]([OH:10])=[CH:6][C:5]=2[O:11][C:12]([F:15])([F:14])[CH3:13])[CH2:3][CH2:2]1.[Cl:16][C:17]1[C:18](F)=[CH:19][C:20]([F:30])=[C:21]([CH:29]=1)[C:22]([O:24][C:25]([CH3:28])([CH3:27])[CH3:26])=[O:23].C(=O)([O-])[O-].[K+].[K+]. The catalyst is CS(C)=O.O. The product is [Cl:16][C:17]1[C:18]([O:10][C:7]2[CH:8]=[N:9][C:4]([CH:1]3[CH2:2][CH2:3]3)=[C:5]([O:11][C:12]([F:15])([F:14])[CH3:13])[CH:6]=2)=[CH:19][C:20]([F:30])=[C:21]([CH:29]=1)[C:22]([O:24][C:25]([CH3:26])([CH3:27])[CH3:28])=[O:23]. The yield is 0.810. (5) The reactants are [CH3:1][O:2][C:3](=[O:26])[C@H:4]([CH2:16][C:17]1[CH:22]=[CH:21][C:20]([N+:23]([O-])=O)=[CH:19][CH:18]=1)[NH:5][C:6]([C:8]1[C:13]([CH3:14])=[CH:12][CH:11]=[CH:10][C:9]=1[Cl:15])=[S:7].[Cl-].[NH4+].CO. The catalyst is [Zn].O. The product is [CH3:1][O:2][C:3](=[O:26])[C@H:4]([CH2:16][C:17]1[CH:22]=[CH:21][C:20]([NH2:23])=[CH:19][CH:18]=1)[NH:5][C:6]([C:8]1[C:13]([CH3:14])=[CH:12][CH:11]=[CH:10][C:9]=1[Cl:15])=[S:7]. The yield is 0.920. (6) The reactants are [CH2:1]([N:8]1[CH2:18][CH2:17][C:11]2[N:12]=[CH:13][N:14]=[C:15](Cl)[C:10]=2[CH2:9]1)[C:2]1[CH:7]=[CH:6][CH:5]=[CH:4][CH:3]=1.[F:19][C:20]1[CH:25]=[CH:24][C:23]([NH2:26])=[CH:22][CH:21]=1. The catalyst is C(#N)C. The product is [CH2:1]([N:8]1[CH2:18][CH2:17][C:11]2[N:12]=[CH:13][N:14]=[C:15]([NH:26][C:23]3[CH:24]=[CH:25][C:20]([F:19])=[CH:21][CH:22]=3)[C:10]=2[CH2:9]1)[C:2]1[CH:7]=[CH:6][CH:5]=[CH:4][CH:3]=1. The yield is 0.970. (7) The reactants are [OH:1][C:2]1[CH:7]=[CH:6][CH:5]=[CH:4][C:3]=1[C:8](=[O:10])[CH3:9].[CH:11](=O)[C:12]1[CH:17]=[CH:16][CH:15]=[CH:14][CH:13]=1. The catalyst is C(O)C.O. The product is [C:12]1([CH:11]2[CH2:9][C:8](=[O:10])[C:3]3[C:2](=[CH:7][CH:6]=[CH:5][CH:4]=3)[O:1]2)[CH:17]=[CH:16][CH:15]=[CH:14][CH:13]=1. The yield is 0.400. (8) The reactants are Br[C:2]1[CH:13]=[C:12]([F:14])[CH:11]=[C:10]([F:15])[C:3]=1[NH:4][C:5]([O:7][CH2:8][CH3:9])=[O:6].C(N(CC)CC)C.[CH3:23][Si:24]([C:27]#[CH:28])([CH3:26])[CH3:25]. The catalyst is CC#N.Cl[Pd](Cl)([P](C1C=CC=CC=1)(C1C=CC=CC=1)C1C=CC=CC=1)[P](C1C=CC=CC=1)(C1C=CC=CC=1)C1C=CC=CC=1.[Cu]I. The product is [CH3:23][Si:24]([C:27]#[C:28][C:2]1[CH:13]=[C:12]([F:14])[CH:11]=[C:10]([F:15])[C:3]=1[NH:4][C:5]([O:7][CH2:8][CH3:9])=[O:6])([CH3:26])[CH3:25]. The yield is 0.710. (9) The reactants are [NH:1]1[CH:5]=[CH:4][N:3]=[CH:2]1.[Br:6][CH2:7][CH2:8][CH2:9]Br.[H-].[Na+]. The catalyst is C1COCC1. The product is [Br:6][CH2:7][CH2:8][CH2:9][N:1]1[CH:5]=[CH:4][N:3]=[CH:2]1. The yield is 0.300.